Dataset: Peptide-MHC class II binding affinity with 134,281 pairs from IEDB. Task: Regression. Given a peptide amino acid sequence and an MHC pseudo amino acid sequence, predict their binding affinity value. This is MHC class II binding data. (1) The peptide sequence is VLTRLEAWLTEHGCN. The MHC is DRB1_0404 with pseudo-sequence DRB1_0404. The binding affinity (normalized) is 0.657. (2) The binding affinity (normalized) is 0.460. The peptide sequence is ALVLLILMTARTVYD. The MHC is DRB5_0101 with pseudo-sequence DRB5_0101. (3) The peptide sequence is GELRIVDKIDAAFKI. The MHC is DRB5_0101 with pseudo-sequence DRB5_0101. The binding affinity (normalized) is 0.630. (4) The peptide sequence is LENDNQLLYNYPGAL. The MHC is HLA-DPA10103-DPB10301 with pseudo-sequence HLA-DPA10103-DPB10301. The binding affinity (normalized) is 0.368.